Dataset: Reaction yield outcomes from USPTO patents with 853,638 reactions. Task: Predict the reaction yield, written as a fraction of the theoretical maximum amount of product (1.0 means a 100% yield; for example, 0.34 means a 34% yield). The reactants are C(O[C:6](=O)[N:7]([CH:9]1[CH:13]([C:14]2[CH:19]=[CH:18][C:17]([Cl:20])=[C:16]([Cl:21])[CH:15]=2)[CH2:12][N:11]([C:22]([CH:24]2[CH2:29][CH2:28][N:27]([C:30]([C:32]3([CH3:35])[CH2:34][CH2:33]3)=[O:31])[CH2:26][CH2:25]2)=[O:23])[CH2:10]1)C)(C)(C)C.FC(F)(F)C(O)=O.C(=O)([O-])[O-].[Na+].[Na+]. The catalyst is ClCCl. The product is [Cl:21][C:16]1[CH:15]=[C:14]([CH:13]2[CH:9]([NH:7][CH3:6])[CH2:10][N:11]([C:22]([CH:24]3[CH2:29][CH2:28][N:27]([C:30]([C:32]4([CH3:35])[CH2:33][CH2:34]4)=[O:31])[CH2:26][CH2:25]3)=[O:23])[CH2:12]2)[CH:19]=[CH:18][C:17]=1[Cl:20]. The yield is 0.730.